Task: Regression. Given a peptide amino acid sequence and an MHC pseudo amino acid sequence, predict their binding affinity value. This is MHC class I binding data.. Dataset: Peptide-MHC class I binding affinity with 185,985 pairs from IEDB/IMGT The peptide sequence is VLMGGVPGV. The MHC is HLA-A01:01 with pseudo-sequence HLA-A01:01. The binding affinity (normalized) is 0.111.